From a dataset of Full USPTO retrosynthesis dataset with 1.9M reactions from patents (1976-2016). Predict the reactants needed to synthesize the given product. (1) Given the product [CH3:1][O:2][C:3]1[CH:4]=[CH:5][C:6]([CH2:7][N:8]([CH3:24])[CH:9]2[CH2:14][CH2:13][NH:12][CH2:11][C:10]2([CH3:23])[CH3:22])=[CH:25][CH:26]=1, predict the reactants needed to synthesize it. The reactants are: [CH3:1][O:2][C:3]1[CH:26]=[CH:25][C:6]([CH2:7][N:8]([CH3:24])[CH:9]2[CH2:14][CH2:13][N:12](C(OC(C)(C)C)=O)[CH2:11][C:10]2([CH3:23])[CH3:22])=[CH:5][CH:4]=1.C(O)(C(F)(F)F)=O. (2) Given the product [OH:11][CH2:10][C:9]1[C:8]([CH3:14])=[N:7][C:6]([CH3:15])=[C:5]([CH:13]=1)[C:3]([O:2][CH3:1])=[O:4], predict the reactants needed to synthesize it. The reactants are: [CH3:1][O:2][C:3]([C:5]1[C:6]([CH3:15])=[N:7][C:8]([CH3:14])=[C:9]([CH:13]=1)[C:10](O)=[O:11])=[O:4].B.C1COCC1.CC(O)=O.O.C([O-])(O)=O.[Na+].